The task is: Predict the product of the given reaction.. This data is from Forward reaction prediction with 1.9M reactions from USPTO patents (1976-2016). (1) Given the reactants [CH2:1]([O:8][C:9]1[CH:10]=[C:11]([CH2:17][CH:18]([NH2:23])[C:19]([CH3:22])([CH3:21])[CH3:20])[CH:12]=[CH:13][C:14]=1[O:15][CH3:16])[C:2]1[CH:7]=[CH:6][CH:5]=[CH:4][CH:3]=1.[CH:24](O)=[O:25], predict the reaction product. The product is: [CH2:1]([O:8][C:9]1[CH:10]=[C:11]([CH2:17][CH:18]([NH:23][CH:24]=[O:25])[C:19]([CH3:20])([CH3:22])[CH3:21])[CH:12]=[CH:13][C:14]=1[O:15][CH3:16])[C:2]1[CH:3]=[CH:4][CH:5]=[CH:6][CH:7]=1. (2) Given the reactants [Si:1]([O:8][CH2:9][C:10]1[CH:15]=[C:14]([Cl:16])[CH:13]=[CH:12][C:11]=1[C:17]1[C:26]2[C:21](=[CH:22][C:23]([S:27]([O:30]C3C(F)=C(F)C(F)=C(F)C=3F)(=O)=[O:28])=[CH:24][CH:25]=2)[CH:20]=[CH:19][N:18]=1)([C:4]([CH3:7])([CH3:6])[CH3:5])([CH3:3])[CH3:2].[S:42]1[CH:46]=[N:45][N:44]=[C:43]1[NH2:47].C(=O)([O-])[O-].[Cs+].[Cs+], predict the reaction product. The product is: [Si:1]([O:8][CH2:9][C:10]1[CH:15]=[C:14]([Cl:16])[CH:13]=[CH:12][C:11]=1[C:17]1[C:26]2[C:21](=[CH:22][C:23]([S:27]([NH:47][C:43]3[S:42][CH:46]=[N:45][N:44]=3)(=[O:30])=[O:28])=[CH:24][CH:25]=2)[CH:20]=[CH:19][N:18]=1)([C:4]([CH3:6])([CH3:5])[CH3:7])([CH3:3])[CH3:2]. (3) Given the reactants [Cl:1][C:2]1[C:3]([F:35])=[C:4]([CH:32]=[CH:33][CH:34]=1)[CH2:5][NH:6][C:7]([C@@H:9]1[CH2:14][C@@H:13]2[C@@H:11]([CH2:12]2)[N:10]1[C:15](=[O:31])[CH2:16][N:17]1[C:25]2[C:20](=[CH:21][CH:22]=[C:23]([C:26]#[N:27])[CH:24]=2)[C:19]([C:28](=[O:30])[CH3:29])=[CH:18]1)=[O:8].[N-:36]=[N+:37]=[N-:38].[Na+], predict the reaction product. The product is: [Cl:1][C:2]1[C:3]([F:35])=[C:4]([CH:32]=[CH:33][CH:34]=1)[CH2:5][NH:6][C:7]([C@@H:9]1[CH2:14][C@@H:13]2[C@@H:11]([CH2:12]2)[N:10]1[C:15](=[O:31])[CH2:16][N:17]1[C:25]2[C:20](=[CH:21][CH:22]=[C:23]([C:26]3[NH:38][N:37]=[N:36][N:27]=3)[CH:24]=2)[C:19]([C:28](=[O:30])[CH3:29])=[CH:18]1)=[O:8]. (4) Given the reactants [C:1]([SiH:5]([CH3:7])[CH3:6])([CH3:4])([CH3:3])[CH3:2].[B:17]1([B:17]2[O:21][C:20]([CH3:23])([CH3:22])[C:19]([CH3:25])([CH3:24])[O:18]2)[O:21][C:20]([CH3:23])([CH3:22])[C:19]([CH3:25])([CH3:24])[O:18]1.CC([O-])=[O:28].[K+].C[C:32]1[C:37](C)=[C:36](OC(CCC(OCCOCCOCCOCCOCCOCCOCCOCCOCCOCCOCCOCCOCCOCCOCCOCCOC)=O)=O)[C:35](C)=[C:34]2[CH2:97][CH2:98]C(CCCC(CCCC(CCCC(C)C)C)C)(C)O[C:33]=12.O, predict the reaction product. The product is: [C:1]([Si:5]([CH3:7])([CH3:6])[O:28][C:97]([C:34]1[CH:35]=[CH:36][C:37]([B:17]2[O:18][C:19]([CH3:24])([CH3:25])[C:20]([CH3:22])([CH3:23])[O:21]2)=[CH:32][CH:33]=1)=[CH2:98])([CH3:4])([CH3:3])[CH3:2]. (5) The product is: [ClH:25].[CH3:1][N:2]([CH3:24])[C:3]([C:5]1([CH:18]2[CH2:23][CH2:22][CH2:21][CH2:20][CH2:19]2)[CH2:6][CH2:7][NH:8][CH2:9][CH2:10]1)=[O:4]. Given the reactants [CH3:1][N:2]([CH3:24])[C:3]([C:5]1([CH:18]2[CH2:23][CH2:22][CH2:21][CH2:20][CH2:19]2)[CH2:10][CH2:9][N:8](C(OC(C)(C)C)=O)[CH2:7][CH2:6]1)=[O:4].[ClH:25].C(O)(C)C, predict the reaction product. (6) Given the reactants [CH3:1][C:2]1([CH3:9])[CH2:7][C:6](=[O:8])[O:5][C:3]1=[O:4].[CH3:10][O:11][C:12]1[CH:24]=[CH:23][C:15]([O:16][C:17]2[CH:22]=[CH:21][CH:20]=[CH:19][CH:18]=2)=[CH:14][CH:13]=1.[Al+3].[Cl-].[Cl-].[Cl-].Cl, predict the reaction product. The product is: [CH3:10][O:11][C:12]1[CH:24]=[CH:23][C:15]([O:16][C:17]2[CH:22]=[CH:21][C:20]([C:6](=[O:8])[CH2:7][C:2]([CH3:9])([CH3:1])[C:3]([OH:5])=[O:4])=[CH:19][CH:18]=2)=[CH:14][CH:13]=1. (7) Given the reactants [Cl:1][C:2]1[CH:10]=[C:9]2[C:5]([C@@H:6]([C:12]3[CH:17]=[CH:16][CH:15]=[CH:14][CH:13]=3)[CH2:7][C@H:8]2[OH:11])=[CH:4][CH:3]=1, predict the reaction product. The product is: [Cl:1][C:2]1[CH:10]=[C:9]2[C:5]([C@H:6]([C:12]3[CH:13]=[CH:14][CH:15]=[CH:16][CH:17]=3)[CH2:7][C@@H:8]2[OH:11])=[CH:4][CH:3]=1. (8) Given the reactants [N:1]1([CH2:6][C:7]2[CH:12]=[CH:11][C:10]([CH2:13][CH2:14][NH2:15])=[CH:9][CH:8]=2)[CH2:5][CH2:4][CH2:3][CH2:2]1.[CH3:16][C:17]1[CH:18]=[CH:19][C:20]([C:23]2[CH:31]=[CH:30][C:26]([C:27](O)=[O:28])=[CH:25][CH:24]=2)=[N:21][CH:22]=1, predict the reaction product. The product is: [CH3:16][C:17]1[CH:18]=[CH:19][C:20]([C:23]2[CH:31]=[CH:30][C:26]([C:27]([NH:15][CH2:14][CH2:13][C:10]3[CH:11]=[CH:12][C:7]([CH2:6][N:1]4[CH2:5][CH2:4][CH2:3][CH2:2]4)=[CH:8][CH:9]=3)=[O:28])=[CH:25][CH:24]=2)=[N:21][CH:22]=1. (9) Given the reactants CC1N=C(C(N[C@@H]2C3CCN(CC3)C2)=O)C=C2C=COC=12.COC1N=C(C(N[C@@H]2C3CCN(CC3)C2)=O)C=C2C=COC=12.[N:44]12[CH2:51][CH2:50][CH:47]([CH2:48][CH2:49]1)[C@@H:46]([NH:52][C:53]([C:55]1[CH:56]=[C:57]3[C:63]([C:64]#[CH:65])=[CH:62][O:61][C:58]3=[CH:59][N:60]=1)=[O:54])[CH2:45]2.N12CCC(CC1)[C@@H](NC(C1C=C3C(C#CC)=COC3=CN=1)=O)C2, predict the reaction product. The product is: [N:44]12[CH2:51][CH2:50][CH:47]([CH2:48][CH2:49]1)[C@@H:46]([NH:52][C:53]([C:55]1[CH:56]=[C:57]3[C:63]([CH:64]=[CH2:65])=[CH:62][O:61][C:58]3=[CH:59][N:60]=1)=[O:54])[CH2:45]2.